This data is from Catalyst prediction with 721,799 reactions and 888 catalyst types from USPTO. The task is: Predict which catalyst facilitates the given reaction. (1) Product: [OH:23][C:8]1[C:9]2[CH2:15][CH2:14][NH:13][CH2:12][C:10]=2[N:11]=[C:6]([NH:5][C:3](=[O:4])[C:2]([CH3:25])([CH3:1])[CH3:24])[N:7]=1. Reactant: [CH3:1][C:2]([CH3:25])([CH3:24])[C:3]([NH:5][C:6]1[N:7]=[C:8]([OH:23])[C:9]2[CH2:15][CH2:14][N:13](C(OC(C)(C)C)=O)[CH2:12][C:10]=2[N:11]=1)=[O:4].C(O)(C(F)(F)F)=O. The catalyst class is: 2. (2) Reactant: [F:1][C:2]([F:40])([F:39])[C:3]1[CH:4]=[C:5]([C@H:13]([O:15][C@H:16]2[CH2:24][CH2:23][C@H:22]3[C@@H:18]([CH2:19][N:20]([C:25]4[C:26](=[O:31])[CH2:27][C:28](=[O:30])[CH:29]=4)[CH2:21]3)[C@@H:17]2[C:32]2[CH:37]=[CH:36][C:35]([F:38])=[CH:34][CH:33]=2)[CH3:14])[CH:6]=[C:7]([C:9]([F:12])([F:11])[F:10])[CH:8]=1.[BH4-].[Na+]. Product: [F:40][C:2]([F:1])([F:39])[C:3]1[CH:4]=[C:5]([C@H:13]([O:15][C@H:16]2[CH2:24][CH2:23][C@H:22]3[C@@H:18]([CH2:19][N:20]([C:25]4[CH:26]([OH:31])[CH2:27][C:28](=[O:30])[CH:29]=4)[CH2:21]3)[C@@H:17]2[C:32]2[CH:37]=[CH:36][C:35]([F:38])=[CH:34][CH:33]=2)[CH3:14])[CH:6]=[C:7]([C:9]([F:12])([F:10])[F:11])[CH:8]=1. The catalyst class is: 5. (3) Reactant: ClC(Cl)(O[C:5](=[O:11])[O:6][C:7](Cl)(Cl)Cl)Cl.[N:13]1C=CC=C[CH:14]=1.OC[CH2:21][CH2:22][C:23]1[CH:34]=[CH:33][C:26]2[O:27][CH:28]([CH3:32])[C:29](=[O:31])[NH:30][C:25]=2[CH:24]=1.Cl.CN.C(N(CC)CC)C. Product: [CH3:14][NH:13][C:5](=[O:11])[O:6][CH2:7][CH2:21][CH2:22][C:23]1[CH:34]=[CH:33][C:26]2[O:27][CH:28]([CH3:32])[C:29](=[O:31])[NH:30][C:25]=2[CH:24]=1. The catalyst class is: 11. (4) Product: [NH2:9][C:10]1[C:14]2[CH:15]=[CH:16][C:17]([C:19]3[CH:48]=[C:47]([Cl:49])[C:22]([CH2:23][C@@H:24]4[CH2:28][CH2:27][N:26]([N:29]5[CH2:34][CH2:33][CH:32]([OH:35])[CH2:31][CH2:30]5)[C:25]4=[O:46])=[C:21]([Cl:50])[CH:20]=3)=[CH:18][C:13]=2[O:12][N:11]=1. Reactant: O.C(O)(C(F)(F)F)=O.[NH2:9][C:10]1[C:14]2[CH:15]=[CH:16][C:17]([C:19]3[CH:48]=[C:47]([Cl:49])[C:22]([CH2:23][C@@H:24]4[CH2:28][CH2:27][N:26]([N:29]5[CH2:34][CH2:33][CH:32]([O:35][Si](C(C)C)(C(C)C)C(C)C)[CH2:31][CH2:30]5)[C:25]4=[O:46])=[C:21]([Cl:50])[CH:20]=3)=[CH:18][C:13]=2[O:12][N:11]=1.C(OCC)(=O)C. The catalyst class is: 1. (5) Reactant: [F:1][C:2]1[CH:7]=[CH:6][C:5]([C:8]2[O:25][C:11]3=[N:12][C:13]([N:19]([CH3:24])[S:20]([CH3:23])(=[O:22])=[O:21])=[C:14](B(O)O)[CH:15]=[C:10]3[C:9]=2[C:26](=[O:29])[NH:27][CH3:28])=[CH:4][CH:3]=1.Cl[C:31]1[CH:32]=[CH:33][C:34]2[N:35]=[C:36]([CH2:49][N:50]3[CH2:53][CH:52]([F:54])[CH2:51]3)[N:37]3[C:45]4[CH:44]=[CH:43][CH:42]=[C:41]([F:46])[C:40]=4[CH:39]=[C:38]3[C:47]=2[N:48]=1.C([O-])([O-])=O.[Cs+].[Cs+]. Product: [F:46][C:41]1[C:40]2[CH:39]=[C:38]3[C:47]4[N:48]=[C:31]([C:14]5[CH:15]=[C:10]6[C:9]([C:26]([NH:27][CH3:28])=[O:29])=[C:8]([C:5]7[CH:6]=[CH:7][C:2]([F:1])=[CH:3][CH:4]=7)[O:25][C:11]6=[N:12][C:13]=5[N:19]([CH3:24])[S:20]([CH3:23])(=[O:22])=[O:21])[CH:32]=[CH:33][C:34]=4[N:35]=[C:36]([CH2:49][N:50]4[CH2:51][CH:52]([F:54])[CH2:53]4)[N:37]3[C:45]=2[CH:44]=[CH:43][CH:42]=1. The catalyst class is: 12. (6) Reactant: [CH2:1]([O:5][C:6]1[N:15]=[CH:14][CH:13]=[C:12]2[C:7]=1[C:8]1[CH:20]=[N:19][CH:18]=[CH:17][C:9]=1[C:10]([OH:16])=[N:11]2)[CH2:2][CH2:3][CH3:4].C(=O)([O-])[O-].[Cs+].[Cs+].C1(N[S:34]([C:37]([F:40])([F:39])[F:38])(=[O:36])=[O:35])C=CC=CC=1.C(OCC)(=O)C. Product: [F:38][C:37]([F:40])([F:39])[S:34]([O:16][C:10]1[C:9]2[CH:17]=[CH:18][N:19]=[CH:20][C:8]=2[C:7]2[C:12](=[CH:13][CH:14]=[N:15][C:6]=2[O:5][CH2:1][CH2:2][CH2:3][CH3:4])[N:11]=1)(=[O:36])=[O:35]. The catalyst class is: 44.